From a dataset of Full USPTO retrosynthesis dataset with 1.9M reactions from patents (1976-2016). Predict the reactants needed to synthesize the given product. (1) Given the product [NH2:9][C:10]([NH:12][C:13]1[CH:22]=[C:21]2[C:16]([CH:17]=[CH:18][CH:19]=[C:20]2[N:23]2[CH2:24][CH2:25][N:26]([CH3:29])[CH2:27][CH2:28]2)=[CH:15][CH:14]=1)=[S:11], predict the reactants needed to synthesize it. The reactants are: C([NH:9][C:10]([NH:12][C:13]1[CH:22]=[C:21]2[C:16]([CH:17]=[CH:18][CH:19]=[C:20]2[N:23]2[CH2:28][CH2:27][N:26]([CH3:29])[CH2:25][CH2:24]2)=[CH:15][CH:14]=1)=[S:11])(=O)C1C=CC=CC=1.[OH-].[Na+]. (2) Given the product [C:15]1([C:24]2[CH:25]=[CH:26][CH:27]=[CH:28][CH:29]=2)[CH:20]=[CH:19][C:18]([C:2]2[CH:3]=[CH:4][C:5]3[NH:6][C:7]4[C:12]([C:13]=3[CH:14]=2)=[CH:11][CH:10]=[CH:9][CH:8]=4)=[CH:17][CH:16]=1, predict the reactants needed to synthesize it. The reactants are: Br[C:2]1[CH:3]=[CH:4][C:5]2[NH:6][C:7]3[C:12]([C:13]=2[CH:14]=1)=[CH:11][CH:10]=[CH:9][CH:8]=3.[C:15]1([C:24]2[CH:29]=[CH:28][CH:27]=[CH:26][CH:25]=2)[CH:20]=[CH:19][C:18](B(O)O)=[CH:17][CH:16]=1.C1(C)C=CC=CC=1P(C1C=CC=CC=1C)C1C=CC=CC=1C.C(=O)([O-])[O-].[K+].[K+]. (3) Given the product [N:1]1[CH:6]=[CH:5][C:4]([CH2:7][C:8]2[S:10][C:17]3[CH2:18][N:19]([C:24]([O:26][CH2:27][CH3:28])=[O:25])[CH2:20][CH2:21][C:22]=3[N:9]=2)=[CH:3][CH:2]=1, predict the reactants needed to synthesize it. The reactants are: [N:1]1[CH:6]=[CH:5][C:4]([CH2:7][C:8](=[S:10])[NH2:9])=[CH:3][CH:2]=1.C(=O)([O-])[O-].[Ca+2].Br[CH:17]1[C:22](=O)[CH2:21][CH2:20][N:19]([C:24]([O:26][CH2:27][CH3:28])=[O:25])[CH2:18]1. (4) The reactants are: [CH:1]([C:3]1[C:4]([N:25]([CH3:33])[CH2:26][CH2:27][CH2:28][C:29]([O:31][CH3:32])=[O:30])=[N:5][CH:6]=[N:7][C:8]=1[NH:9][C:10]1[CH:15]=[CH:14][C:13]([O:16][C:17]2[CH:18]=[N:19][C:20]([CH3:23])=[CH:21][CH:22]=2)=[C:12]([CH3:24])[CH:11]=1)=O.C[O-].[Na+].CO. Given the product [CH3:33][N:25]1[CH2:26][CH2:27][C:28]([C:29]([O:31][CH3:32])=[O:30])=[CH:1][C:3]2[C:8]([NH:9][C:10]3[CH:15]=[CH:14][C:13]([O:16][C:17]4[CH:18]=[N:19][C:20]([CH3:23])=[CH:21][CH:22]=4)=[C:12]([CH3:24])[CH:11]=3)=[N:7][CH:6]=[N:5][C:4]1=2, predict the reactants needed to synthesize it.